Task: Predict the reaction yield, written as a fraction of the theoretical maximum amount of product (1.0 means a 100% yield; for example, 0.34 means a 34% yield).. Dataset: Reaction yield outcomes from USPTO patents with 853,638 reactions (1) The catalyst is C(Cl)Cl. The product is [Br:2][CH2:13][C:9]1[CH:10]=[CH:11][CH:12]=[C:7]([O:6][CH3:5])[CH:8]=1. The yield is 0.940. The reactants are P(Br)(Br)[Br:2].[CH3:5][O:6][C:7]1[CH:8]=[C:9]([CH2:13]O)[CH:10]=[CH:11][CH:12]=1.O. (2) The yield is 0.770. The product is [Br:1][C:2]1[C:3]([N:32]2[CH2:33][CH2:34][C:29]([CH3:35])([CH3:28])[CH2:30][CH2:31]2)=[C:4]([C:10](=[O:17])[C:11]([O:13][CH:14]([CH3:16])[CH3:15])=[O:12])[C:5]([CH3:9])=[N:6][C:7]=1[CH3:8]. The reactants are [Br:1][C:2]1[C:3](Cl)=[C:4]([C:10](=[O:17])[C:11]([O:13][CH:14]([CH3:16])[CH3:15])=[O:12])[C:5]([CH3:9])=[N:6][C:7]=1[CH3:8].CCN(C(C)C)C(C)C.[CH3:28][C:29]1([CH3:35])[CH2:34][CH2:33][NH:32][CH2:31][CH2:30]1. The catalyst is C(#N)C.CCOCC. (3) The reactants are [CH3:1][C:2]1[CH:3]=[C:4]([C:8](O)=[CH:9][C:10]2[CH:15]=[CH:14][N:13]=[CH:12][N:11]=2)[CH:5]=[CH:6][CH:7]=1.C([O-])(=O)C.[Na+].BrBr.[NH2:24][C:25]([NH2:27])=[S:26].C(=O)([O-])O.[Na+]. The catalyst is C(O)(=O)C. The product is [CH3:1][C:2]1[CH:3]=[C:4]([C:8]2[N:24]=[C:25]([NH2:27])[S:26][C:9]=2[C:10]2[CH:15]=[CH:14][N:13]=[CH:12][N:11]=2)[CH:5]=[CH:6][CH:7]=1. The yield is 0.890. (4) The reactants are [Cl:1][C:2]1[N:3]=[CH:4][C:5]([C:8](Cl)=[O:9])=[N:6][CH:7]=1.[CH2:11]([N:13](CC)[CH2:14][CH3:15])[CH3:12].N1CCCC1. The catalyst is ClCCl. The product is [Cl:1][C:2]1[N:3]=[CH:4][C:5]([C:8]([N:13]2[CH2:14][CH2:15][CH2:12][CH2:11]2)=[O:9])=[N:6][CH:7]=1. The yield is 0.845. (5) The reactants are CC(OI1(OC(C)=O)(OC(C)=O)OC(=O)C2C=CC=CC1=2)=O.[OH:23][C@@H:24]1[C@@H:30]([NH:31][C:32]([C@@H:34]([NH:39][C:40]([C:42]2[O:43][C:44]3[CH:50]=[CH:49][CH:48]=[CH:47][C:45]=3[CH:46]=2)=[O:41])[CH2:35][CH:36]([CH3:38])[CH3:37])=[O:33])[CH2:29][CH2:28][C@@H:27]([CH3:51])[N:26]([S:52]([C:55]2[CH:60]=[CH:59][CH:58]=[CH:57][N:56]=2)(=[O:54])=[O:53])[CH2:25]1. The catalyst is C(Cl)Cl. The product is [CH3:37][CH:36]([CH3:38])[CH2:35][C@H:34]([NH:39][C:40]([C:42]1[O:43][C:44]2[CH:50]=[CH:49][CH:48]=[CH:47][C:45]=2[CH:46]=1)=[O:41])[C:32](=[O:33])[NH:31][C@H:30]1[CH2:29][CH2:28][C@@H:27]([CH3:51])[N:26]([S:52]([C:55]2[CH:60]=[CH:59][CH:58]=[CH:57][N:56]=2)(=[O:53])=[O:54])[CH2:25][C:24]1=[O:23]. The yield is 0.970. (6) The reactants are [N:1]12[CH2:8][CH2:7][C:4]([C:9]([C:17]3[CH:22]=[CH:21][CH:20]=[CH:19][CH:18]=3)([C:11]3[CH:16]=[CH:15][CH:14]=[CH:13][CH:12]=3)[OH:10])([CH2:5][CH2:6]1)[CH2:3][CH2:2]2.[Br:23][CH2:24][CH2:25][CH2:26][O:27][C:28]1[CH:33]=[CH:32][C:31]([C:34]2[CH:39]=[CH:38][CH:37]=[CH:36][CH:35]=2)=[CH:30][CH:29]=1. The catalyst is CC#N. The product is [Br-:23].[C:31]1([C:34]2[CH:35]=[CH:36][CH:37]=[CH:38][CH:39]=2)[CH:30]=[CH:29][C:28]([O:27][CH2:26][CH2:25][CH2:24][N+:1]23[CH2:6][CH2:5][C:4]([C:9]([OH:10])([C:17]4[CH:22]=[CH:21][CH:20]=[CH:19][CH:18]=4)[C:11]4[CH:12]=[CH:13][CH:14]=[CH:15][CH:16]=4)([CH2:3][CH2:2]2)[CH2:7][CH2:8]3)=[CH:33][CH:32]=1. The yield is 0.752. (7) The reactants are [Br:1][C:2]1[C:3]([NH:15][CH2:16][CH:17]2[CH2:22][CH2:21][N:20](C(OCC3C=CC=CC=3)=O)[CH2:19][CH2:18]2)=[CH:4][C:5]([NH:8]C(=O)C(C)(C)C)=[N:6][CH:7]=1. The catalyst is Cl. The product is [Br:1][C:2]1[C:3]([NH:15][CH2:16][CH:17]2[CH2:18][CH2:19][NH:20][CH2:21][CH2:22]2)=[CH:4][C:5]([NH2:8])=[N:6][CH:7]=1. The yield is 0.920. (8) The reactants are [C:1]([O:5][C:6](=[O:61])[CH2:7][CH2:8][CH2:9][CH2:10][CH2:11][CH2:12][CH2:13][CH2:14][CH2:15][CH2:16][CH2:17][CH2:18][CH2:19][CH2:20][CH2:21][CH2:22][CH2:23][CH2:24][C:25](=[O:60])[NH:26][C@H:27]([C:53]([O:55][C:56]([CH3:59])([CH3:58])[CH3:57])=[O:54])[CH2:28][CH2:29][C:30](=[O:52])[NH:31][CH2:32][CH2:33][O:34][CH2:35][CH2:36][O:37][CH2:38][C:39](=[O:51])[NH:40][CH2:41][CH2:42][O:43][CH2:44][CH2:45][O:46][CH2:47][C:48]([OH:50])=[O:49])([CH3:4])([CH3:3])[CH3:2].[B-](F)(F)(F)F.CN(C(O[N:75]1[C:80](=[O:81])[CH2:79][CH2:78][C:76]1=[O:77])=[N+](C)C)C.CCN(C(C)C)C(C)C. The catalyst is C(#N)C. The product is [C:1]([O:5][C:6](=[O:61])[CH2:7][CH2:8][CH2:9][CH2:10][CH2:11][CH2:12][CH2:13][CH2:14][CH2:15][CH2:16][CH2:17][CH2:18][CH2:19][CH2:20][CH2:21][CH2:22][CH2:23][CH2:24][C:25](=[O:60])[NH:26][C@H:27]([C:53]([O:55][C:56]([CH3:59])([CH3:58])[CH3:57])=[O:54])[CH2:28][CH2:29][C:30](=[O:52])[NH:31][CH2:32][CH2:33][O:34][CH2:35][CH2:36][O:37][CH2:38][C:39](=[O:51])[NH:40][CH2:41][CH2:42][O:43][CH2:44][CH2:45][O:46][CH2:47][C:48]([O:50][N:75]1[C:80](=[O:81])[CH2:79][CH2:78][C:76]1=[O:77])=[O:49])([CH3:4])([CH3:2])[CH3:3]. The yield is 0.990. (9) The reactants are [CH3:1][C:2]1[O:6][N:5]=[C:4]([C:7]2[CH:12]=[CH:11][CH:10]=[CH:9][CH:8]=2)[C:3]=1[CH2:13][O:14][C:15]1[N:20]=[CH:19][C:18]([C:21]([NH:23][CH:24]2[CH2:29][CH2:28][CH2:27][N:26]([CH2:30][C:31]([OH:33])=O)[CH2:25]2)=[O:22])=[CH:17][CH:16]=1.[CH2:34]([NH2:36])[CH3:35]. The catalyst is O. The product is [CH2:34]([NH:36][C:31]([CH2:30][N:26]1[CH2:27][CH2:28][CH2:29][CH:24]([NH:23][C:21](=[O:22])[C:18]2[CH:17]=[CH:16][C:15]([O:14][CH2:13][C:3]3[C:4]([C:7]4[CH:8]=[CH:9][CH:10]=[CH:11][CH:12]=4)=[N:5][O:6][C:2]=3[CH3:1])=[N:20][CH:19]=2)[CH2:25]1)=[O:33])[CH3:35]. The yield is 0.630.